From a dataset of Full USPTO retrosynthesis dataset with 1.9M reactions from patents (1976-2016). Predict the reactants needed to synthesize the given product. (1) Given the product [OH:18][C:19]1[CH:20]=[CH:21][C:22]([CH2:25][C:26]2([C:31]([O:33][CH2:34][CH3:35])=[O:32])[CH2:30][CH2:29][CH2:28][O:27]2)=[N:23][CH:24]=1, predict the reactants needed to synthesize it. The reactants are: [Si]([O:18][C:19]1[CH:20]=[CH:21][C:22]([CH2:25][C:26]2([C:31]([O:33][CH2:34][CH3:35])=[O:32])[CH2:30][CH2:29][CH2:28][O:27]2)=[N:23][CH:24]=1)(C(C)(C)C)(C1C=CC=CC=1)C1C=CC=CC=1.[F-].C([N+](CCCC)(CCCC)CCCC)CCC. (2) Given the product [OH:1][C:2]1[C:3]([O:10][CH3:11])=[CH:4][C:5]([CH:6]=[O:7])=[CH:8][C:9]=1[I:12], predict the reactants needed to synthesize it. The reactants are: [OH:1][C:2]1[CH:9]=[CH:8][C:5]([CH:6]=[O:7])=[CH:4][C:3]=1[O:10][CH3:11].[I-:12].[K+].[O-]Cl.[Na+].S([O-])([O-])(=O)=S.[Na+].[Na+]. (3) Given the product [CH3:23][O:24][C:25](=[O:29])[CH2:26][CH2:27][N:28]1[CH2:39][C:38]([C:36](=[O:37])[N:35]([CH2:34][C:33]2[CH:47]=[CH:48][C:49]([Cl:50])=[C:31]([Cl:30])[CH:32]=2)[CH3:46])=[C:42]([OH:43])[C:41]1=[O:44], predict the reactants needed to synthesize it. The reactants are: COC(=O)C(O)=CC(=O)N(CC1C=CC(Cl)=C(Cl)C=1)C.C=O.[CH3:23][O:24][C:25](=[O:29])[CH2:26][CH2:27][NH2:28].[Cl:30][C:31]1[CH:32]=[C:33]([CH:47]=[CH:48][C:49]=1[Cl:50])[CH2:34][N:35]([CH3:46])[C:36]([C:38]1[CH2:39]N(C)[C:41](=[O:44])[C:42]=1[OH:43])=[O:37]. (4) Given the product [CH3:27][C:21]1[CH:26]=[CH:25][C:24]([CH:18]([C:8]2[CH:13]=[CH:12][C:11]([CH3:14])=[CH:10][CH:9]=2)[C:17](=[O:19])[CH:16]([CH3:20])[CH3:15])=[CH:23][CH:22]=1, predict the reactants needed to synthesize it. The reactants are: CC([O-])(C)C.[Na+].Cl[C:8]1[CH:13]=[CH:12][C:11]([CH3:14])=[CH:10][CH:9]=1.[CH3:15][CH:16]([CH3:20])[C:17](=[O:19])[CH3:18].[C:21]1([CH3:27])[CH:26]=[CH:25][CH:24]=[CH:23][CH:22]=1. (5) Given the product [CH2:1]([O:8][C:9]1[CH:10]=[C:11]([S:15][C:23]2[CH:22]=[CH:21][C:18]([CH:19]=[O:20])=[C:17]([Cl:16])[CH:24]=2)[CH:12]=[CH:13][CH:14]=1)[C:2]1[CH:3]=[CH:4][CH:5]=[CH:6][CH:7]=1, predict the reactants needed to synthesize it. The reactants are: [CH2:1]([O:8][C:9]1[CH:10]=[C:11]([SH:15])[CH:12]=[CH:13][CH:14]=1)[C:2]1[CH:7]=[CH:6][CH:5]=[CH:4][CH:3]=1.[Cl:16][C:17]1[CH:24]=[C:23](F)[CH:22]=[CH:21][C:18]=1[CH:19]=[O:20].C(=O)([O-])[O-].[K+].[K+].O. (6) Given the product [NH2:4][C:5]1[C:10]([Cl:11])=[C:9]([C:12]([O:14][CH3:15])=[O:13])[N:8]=[C:7]([C:16]2[C:17]([Cl:23])=[N:18][C:19]([Cl:22])=[CH:20][CH:21]=2)[CH:6]=1, predict the reactants needed to synthesize it. The reactants are: C([NH:4][C:5]1[C:10]([Cl:11])=[C:9]([C:12]([O:14][CH3:15])=[O:13])[N:8]=[C:7]([C:16]2[C:17]([Cl:23])=[N:18][C:19]([Cl:22])=[CH:20][CH:21]=2)[CH:6]=1)(=O)C.C(Cl)(=O)C.